Dataset: Peptide-MHC class I binding affinity with 185,985 pairs from IEDB/IMGT. Task: Regression. Given a peptide amino acid sequence and an MHC pseudo amino acid sequence, predict their binding affinity value. This is MHC class I binding data. (1) The peptide sequence is ICISLSNSF. The MHC is HLA-A30:02 with pseudo-sequence HLA-A30:02. The binding affinity (normalized) is 0. (2) The peptide sequence is EVKSLFNTV. The MHC is HLA-A68:02 with pseudo-sequence HLA-A68:02. The binding affinity (normalized) is 1.00. (3) The peptide sequence is IRYPKMFGW. The MHC is Mamu-B17 with pseudo-sequence Mamu-B17. The binding affinity (normalized) is 0.580. (4) The MHC is HLA-A30:02 with pseudo-sequence HLA-A30:02. The binding affinity (normalized) is 0.179. The peptide sequence is STNTGNLKF. (5) The peptide sequence is AFPKNDFV. The MHC is H-2-Kb with pseudo-sequence H-2-Kb. The binding affinity (normalized) is 0.225.